From a dataset of NCI-60 drug combinations with 297,098 pairs across 59 cell lines. Regression. Given two drug SMILES strings and cell line genomic features, predict the synergy score measuring deviation from expected non-interaction effect. (1) Drug 1: COC1=NC(=NC2=C1N=CN2C3C(C(C(O3)CO)O)O)N. Drug 2: CC1CCC2CC(C(=CC=CC=CC(CC(C(=O)C(C(C(=CC(C(=O)CC(OC(=O)C3CCCCN3C(=O)C(=O)C1(O2)O)C(C)CC4CCC(C(C4)OC)OCCO)C)C)O)OC)C)C)C)OC. Cell line: SR. Synergy scores: CSS=2.58, Synergy_ZIP=-5.76, Synergy_Bliss=-10.8, Synergy_Loewe=-10.5, Synergy_HSA=-10.4. (2) Drug 1: CC1=C2C(C(=O)C3(C(CC4C(C3C(C(C2(C)C)(CC1OC(=O)C(C(C5=CC=CC=C5)NC(=O)OC(C)(C)C)O)O)OC(=O)C6=CC=CC=C6)(CO4)OC(=O)C)OC)C)OC. Drug 2: CC1=CC2C(CCC3(C2CCC3(C(=O)C)OC(=O)C)C)C4(C1=CC(=O)CC4)C. Cell line: TK-10. Synergy scores: CSS=52.9, Synergy_ZIP=8.38, Synergy_Bliss=7.76, Synergy_Loewe=-12.9, Synergy_HSA=5.49. (3) Drug 1: CN(CC1=CN=C2C(=N1)C(=NC(=N2)N)N)C3=CC=C(C=C3)C(=O)NC(CCC(=O)O)C(=O)O. Drug 2: C1C(C(OC1N2C=NC(=NC2=O)N)CO)O. Cell line: TK-10. Synergy scores: CSS=11.4, Synergy_ZIP=-1.32, Synergy_Bliss=-2.33, Synergy_Loewe=-18.3, Synergy_HSA=-2.15. (4) Drug 1: COC1=C(C=C2C(=C1)N=CN=C2NC3=CC(=C(C=C3)F)Cl)OCCCN4CCOCC4. Drug 2: C1=C(C(=O)NC(=O)N1)F. Cell line: NCI-H226. Synergy scores: CSS=32.7, Synergy_ZIP=2.59, Synergy_Bliss=3.09, Synergy_Loewe=-0.974, Synergy_HSA=8.76. (5) Drug 1: CN(CCCl)CCCl.Cl. Drug 2: C1=NNC2=C1C(=O)NC=N2. Cell line: RXF 393. Synergy scores: CSS=-0.239, Synergy_ZIP=-1.51, Synergy_Bliss=-1.44, Synergy_Loewe=-5.45, Synergy_HSA=-2.69. (6) Drug 1: C1=C(C(=O)NC(=O)N1)F. Drug 2: CC=C1C(=O)NC(C(=O)OC2CC(=O)NC(C(=O)NC(CSSCCC=C2)C(=O)N1)C(C)C)C(C)C. Cell line: EKVX. Synergy scores: CSS=73.1, Synergy_ZIP=28.7, Synergy_Bliss=24.4, Synergy_Loewe=27.8, Synergy_HSA=29.0. (7) Drug 1: C1CCC(CC1)NC(=O)N(CCCl)N=O. Drug 2: CC(C)(C#N)C1=CC(=CC(=C1)CN2C=NC=N2)C(C)(C)C#N. Cell line: RXF 393. Synergy scores: CSS=16.9, Synergy_ZIP=-5.61, Synergy_Bliss=-3.29, Synergy_Loewe=-2.21, Synergy_HSA=-1.86. (8) Drug 2: CC1C(C(CC(O1)OC2CC(CC3=C2C(=C4C(=C3O)C(=O)C5=C(C4=O)C(=CC=C5)OC)O)(C(=O)C)O)N)O.Cl. Drug 1: COC1=CC(=CC(=C1O)OC)C2C3C(COC3=O)C(C4=CC5=C(C=C24)OCO5)OC6C(C(C7C(O6)COC(O7)C8=CC=CS8)O)O. Cell line: SK-OV-3. Synergy scores: CSS=26.1, Synergy_ZIP=3.32, Synergy_Bliss=5.81, Synergy_Loewe=8.18, Synergy_HSA=8.25. (9) Drug 2: CN1C(=O)N2C=NC(=C2N=N1)C(=O)N. Cell line: IGROV1. Synergy scores: CSS=21.4, Synergy_ZIP=1.66, Synergy_Bliss=-3.58, Synergy_Loewe=-8.61, Synergy_HSA=-8.48. Drug 1: CN(CC1=CN=C2C(=N1)C(=NC(=N2)N)N)C3=CC=C(C=C3)C(=O)NC(CCC(=O)O)C(=O)O. (10) Drug 1: C1=NC2=C(N1)C(=S)N=CN2. Drug 2: N.N.Cl[Pt+2]Cl. Cell line: RXF 393. Synergy scores: CSS=27.8, Synergy_ZIP=-8.82, Synergy_Bliss=-11.7, Synergy_Loewe=-14.5, Synergy_HSA=-12.0.